This data is from Catalyst prediction with 721,799 reactions and 888 catalyst types from USPTO. The task is: Predict which catalyst facilitates the given reaction. (1) Reactant: Br[C:2]1[N:10]2[C:5]([N:6]=[N:7][C:8]3[C:14]([O:15][CH3:16])=[CH:13][C:12]([C:17]([F:20])([F:19])[F:18])=[CH:11][C:9]=32)=[C:4]([CH3:21])[N:3]=1.[CH3:22][C:23]1[C:27](B(O)O)=[C:26]([CH3:31])[O:25][N:24]=1.C(=O)([O-])[O-].[Na+].[Na+]. Product: [CH3:16][O:15][C:14]1[C:8]2[N:7]=[N:6][C:5]3=[C:4]([CH3:21])[N:3]=[C:2]([C:27]4[C:23]([CH3:22])=[N:24][O:25][C:26]=4[CH3:31])[N:10]3[C:9]=2[CH:11]=[C:12]([C:17]([F:20])([F:19])[F:18])[CH:13]=1. The catalyst class is: 70. (2) Reactant: [NH:1]1[CH2:6][CH2:5][CH:4]([CH2:7][NH:8][C:9](=[O:15])[O:10][C:11]([CH3:14])([CH3:13])[CH3:12])[CH2:3][CH2:2]1.[C:16]1([C@@H:22]2[CH2:24][C@H:23]2[C:25](O)=[O:26])[CH:21]=[CH:20][CH:19]=[CH:18][CH:17]=1.C(Cl)CCl.C1C=CC2N(O)N=NC=2C=1. Product: [C:11]([O:10][C:9](=[O:15])[NH:8][CH2:7][CH:4]1[CH2:5][CH2:6][N:1]([C:25]([CH:23]2[CH2:24][CH:22]2[C:16]2[CH:21]=[CH:20][CH:19]=[CH:18][CH:17]=2)=[O:26])[CH2:2][CH2:3]1)([CH3:12])([CH3:14])[CH3:13]. The catalyst class is: 39. (3) Reactant: [N:1]1[CH:6]=[CH:5][C:4]([C:7]2[N:8]=[C:9]([CH2:12][NH:13]C(=O)OCC3C=CC=CC=3)[NH:10][CH:11]=2)=[CH:3][CH:2]=1. Product: [N:1]1[CH:2]=[CH:3][C:4]([C:7]2[N:8]=[C:9]([CH2:12][NH2:13])[NH:10][CH:11]=2)=[CH:5][CH:6]=1. The catalyst class is: 43. (4) Reactant: [NH2:1][C:2]1[C:7]([C:8]([O:10][C:11]([CH3:14])([CH3:13])[CH3:12])=[O:9])=[C:6]([OH:15])[C:5](Br)=[CH:4][CH:3]=1.[CH:17]([C:19]1[O:20][CH:21]=[CH:22][C:23]=1B1OC(C)(C)C(C)(C)O1)=[O:18].F[B-](F)(F)F.C([PH+](C(C)(C)C)C(C)(C)C)(C)(C)C.C(=O)([O-])[O-].[Cs+].[Cs+]. Product: [NH2:1][C:2]1[C:7]([C:8]([O:10][C:11]([CH3:14])([CH3:13])[CH3:12])=[O:9])=[C:6]([OH:15])[C:5]([C:23]2[CH:22]=[CH:21][O:20][C:19]=2[CH:17]=[O:18])=[CH:4][CH:3]=1. The catalyst class is: 333. (5) Reactant: [C:1]([O:9]C)(=[O:8])[C:2]1[CH:7]=[CH:6][CH:5]=[CH:4][CH:3]=1.B(Br)(Br)Br. Product: [C:1]([OH:9])(=[O:8])[C:2]1[CH:7]=[CH:6][CH:5]=[CH:4][CH:3]=1. The catalyst class is: 2. (6) Reactant: [N:1]1([C:7]([O:9][C:10]([CH3:13])([CH3:12])[CH3:11])=[O:8])[CH2:6][CH2:5][NH:4][CH2:3][CH2:2]1.[CH:14]12[O:23][CH:15]1[CH2:16][C:17]1[C:22]2=[CH:21][CH:20]=[CH:19][CH:18]=1. Product: [OH:23][C@@H:15]1[CH2:16][C:17]2[C:22](=[CH:21][CH:20]=[CH:19][CH:18]=2)[C@H:14]1[N:4]1[CH2:5][CH2:6][N:1]([C:7]([O:9][C:10]([CH3:13])([CH3:12])[CH3:11])=[O:8])[CH2:2][CH2:3]1. The catalyst class is: 10. (7) The catalyst class is: 26. Reactant: [CH:1]1([N:4]([CH2:18][C:19]2[S:23][C:22]([C:24](OCC)=[O:25])=[N:21][N:20]=2)[S:5]([C:8]2[C:13]([CH3:14])=[CH:12][C:11]([O:15][CH3:16])=[CH:10][C:9]=2[CH3:17])(=[O:7])=[O:6])[CH2:3][CH2:2]1.[N:29]1([CH2:34][CH2:35][CH:36]2[CH2:41][CH2:40][NH:39][CH2:38][CH2:37]2)[CH2:33][CH2:32][CH2:31][CH2:30]1.C[Al](C)C. Product: [NH3:4].[CH:1]1([N:4]([CH2:18][C:19]2[S:23][C:22]([C:24]([N:39]3[CH2:38][CH2:37][CH:36]([CH2:35][CH2:34][N:29]4[CH2:33][CH2:32][CH2:31][CH2:30]4)[CH2:41][CH2:40]3)=[O:25])=[N:21][N:20]=2)[S:5]([C:8]2[C:13]([CH3:14])=[CH:12][C:11]([O:15][CH3:16])=[CH:10][C:9]=2[CH3:17])(=[O:7])=[O:6])[CH2:3][CH2:2]1. (8) Reactant: [N:1]([O-:3])=O.[Na+].[F:5][C:6]1[CH:11]=[CH:10][C:9]([NH:12][CH2:13][C:14]([OH:16])=[O:15])=[CH:8][CH:7]=1. Product: [F:5][C:6]1[CH:7]=[CH:8][C:9]([N:12]([N:1]=[O:3])[CH2:13][C:14]([OH:16])=[O:15])=[CH:10][CH:11]=1. The catalyst class is: 6.